Task: Predict the reactants needed to synthesize the given product.. Dataset: Full USPTO retrosynthesis dataset with 1.9M reactions from patents (1976-2016) (1) Given the product [O:17]1[CH2:26][CH2:25][CH2:24][CH2:23][CH:22]1[O:1][C:2]1[CH:9]=[CH:8][C:5]([CH:6]=[O:7])=[CH:4][CH:3]=1, predict the reactants needed to synthesize it. The reactants are: [OH:1][C:2]1[CH:9]=[CH:8][C:5]([CH:6]=[O:7])=[CH:4][CH:3]=1.[C:24]1(C)[CH:25]=[CH:26]C(S([O-])(=[O:17])=[O:17])=[CH:22][CH:23]=1.[NH+]1[CH:26]=[CH:25][CH:24]=[CH:23][CH:22]=1.C(Cl)(Cl)Cl. (2) Given the product [CH2:1]([O:8][C:9]([C:11]1[S:28][C:14]2[N:15]=[C:16]([O:27][CH3:29])[N:17]([CH2:20][C:21]3[CH:22]=[CH:23][CH:24]=[CH:25][CH:26]=3)[C:18](=[O:19])[C:13]=2[CH:12]=1)=[O:10])[C:2]1[CH:3]=[CH:4][CH:5]=[CH:6][CH:7]=1, predict the reactants needed to synthesize it. The reactants are: [CH2:1]([O:8][C:9]([C:11]1[S:28][C:14]2[NH:15][C:16](=[O:27])[N:17]([CH2:20][C:21]3[CH:26]=[CH:25][CH:24]=[CH:23][CH:22]=3)[C:18](=[O:19])[C:13]=2[CH:12]=1)=[O:10])[C:2]1[CH:7]=[CH:6][CH:5]=[CH:4][CH:3]=1.[CH3:29]O. (3) The reactants are: [N:1]1([CH2:6][CH2:7][CH2:8][NH:9][C:10]([C@:12]23[CH2:47][CH2:46][C@@H:45]([C:48]([CH2:50][O:51][CH2:52][CH2:53][N:54]4[CH2:59][CH2:58][O:57][CH2:56][CH2:55]4)=[CH2:49])[C@@H:13]2[C@@H:14]2[C@@:27]([CH3:30])([CH2:28][CH2:29]3)[C@@:26]3([CH3:31])[C@@H:17]([C@:18]4([CH3:44])[C@@H:23]([CH2:24][CH2:25]3)[C:22]([CH3:33])([CH3:32])[C:21]([C:34]3[CH:43]=[CH:42][C:37]([C:38]([O:40]C)=[O:39])=[CH:36][CH:35]=3)=[CH:20][CH2:19]4)[CH2:16][CH2:15]2)=[O:11])[CH:5]=[CH:4][N:3]=[CH:2]1.[OH-].[Na+]. Given the product [N:1]1([CH2:6][CH2:7][CH2:8][NH:9][C:10]([C@:12]23[CH2:47][CH2:46][C@@H:45]([C:48]([CH2:50][O:51][CH2:52][CH2:53][N:54]4[CH2:55][CH2:56][O:57][CH2:58][CH2:59]4)=[CH2:49])[C@@H:13]2[C@@H:14]2[C@@:27]([CH3:30])([CH2:28][CH2:29]3)[C@@:26]3([CH3:31])[C@@H:17]([C@:18]4([CH3:44])[C@@H:23]([CH2:24][CH2:25]3)[C:22]([CH3:32])([CH3:33])[C:21]([C:34]3[CH:43]=[CH:42][C:37]([C:38]([OH:40])=[O:39])=[CH:36][CH:35]=3)=[CH:20][CH2:19]4)[CH2:16][CH2:15]2)=[O:11])[CH:5]=[CH:4][N:3]=[CH:2]1, predict the reactants needed to synthesize it. (4) Given the product [C:1]([O:5][C:6]([NH:8][C@@H:9]([C:18]([N:28]([CH2:21][C:22]1[CH:23]=[CH:24][CH:25]=[CH:26][CH:27]=1)[CH2:29][C:30]([O:32][CH2:33][CH3:34])=[O:31])=[O:20])[CH2:10][C:11]1[CH:12]=[CH:13][C:14]([F:17])=[CH:15][CH:16]=1)=[O:7])([CH3:2])([CH3:3])[CH3:4], predict the reactants needed to synthesize it. The reactants are: [C:1]([O:5][C:6]([NH:8][C@@H:9]([C:18]([OH:20])=O)[CH2:10][C:11]1[CH:16]=[CH:15][C:14]([F:17])=[CH:13][CH:12]=1)=[O:7])([CH3:4])([CH3:3])[CH3:2].[CH2:21]([NH:28][CH2:29][C:30]([O:32][CH2:33][CH3:34])=[O:31])[C:22]1[CH:27]=[CH:26][CH:25]=[CH:24][CH:23]=1.CCN=C=NCCCN(C)C.Cl.C1C=CC2N(O)N=NC=2C=1. (5) Given the product [Cl:13][CH2:14][C:15]([C:9]1[CH:10]=[CH:11][C:6]([F:5])=[C:7]([F:12])[CH:8]=1)=[O:16], predict the reactants needed to synthesize it. The reactants are: [Cl-].[Cl-].[Cl-].[Al+3].[F:5][C:6]1[CH:11]=[CH:10][CH:9]=[CH:8][C:7]=1[F:12].[Cl:13][CH2:14][C:15](Cl)=[O:16].Cl. (6) Given the product [C:1]([C:3]1[CH:8]=[CH:7][C:6]([N:9]2[CH:13]=[CH:12][CH:11]=[C:10]2[CH2:14][CH2:15][C:16]([O:18][CH2:19][CH3:20])=[O:17])=[C:5]([CH3:21])[CH:4]=1)#[N:2], predict the reactants needed to synthesize it. The reactants are: [C:1]([C:3]1[CH:8]=[CH:7][C:6]([N:9]2[CH:13]=[CH:12][CH:11]=[C:10]2[CH:14]=[CH:15][C:16]([O:18][CH2:19][CH3:20])=[O:17])=[C:5]([CH3:21])[CH:4]=1)#[N:2]. (7) The reactants are: F[C:2]1[CH:3]=[CH:4][CH:5]=[C:6]2[C:11]=1[N:10]=[CH:9][C:8]([S:12]([C:15]1[CH:20]=[CH:19][CH:18]=[CH:17][CH:16]=1)(=[O:14])=[O:13])=[CH:7]2.[ClH:21].Cl.[CH:23]([NH:26][CH:27]1[CH2:32][CH2:31][NH:30][CH2:29][CH2:28]1)([CH3:25])[CH3:24].C(N(C(C)C)CC)(C)C. Given the product [ClH:21].[CH3:24][CH:23]([NH:26][CH:27]1[CH2:32][CH2:31][N:30]([C:2]2[CH:3]=[CH:4][CH:5]=[C:6]3[C:11]=2[N:10]=[CH:9][C:8]([S:12]([C:15]2[CH:20]=[CH:19][CH:18]=[CH:17][CH:16]=2)(=[O:14])=[O:13])=[CH:7]3)[CH2:29][CH2:28]1)[CH3:25], predict the reactants needed to synthesize it. (8) Given the product [C:18]([C:22]1[CH:23]=[CH:24][C:25]([CH2:26][N:7]2[C:8]3[C:4](=[CH:3][C:2]([Cl:1])=[CH:10][CH:9]=3)[CH:5]=[C:6]2[C:11]([O:13][CH2:14][CH3:15])=[O:12])=[CH:28][CH:29]=1)([CH3:21])([CH3:19])[CH3:20], predict the reactants needed to synthesize it. The reactants are: [Cl:1][C:2]1[CH:3]=[C:4]2[C:8](=[CH:9][CH:10]=1)[NH:7][C:6]([C:11]([O:13][CH2:14][CH3:15])=[O:12])=[CH:5]2.[H-].[Na+].[C:18]([C:22]1[CH:29]=[CH:28][C:25]([CH2:26]Br)=[CH:24][CH:23]=1)([CH3:21])([CH3:20])[CH3:19]. (9) Given the product [OH:5][CH2:4][CH2:3][CH2:2][N:6]1[CH2:10][CH2:9][CH2:8][C@H:7]1[C:11]([NH2:13])=[O:12], predict the reactants needed to synthesize it. The reactants are: Br[CH2:2][CH2:3][CH2:4][OH:5].[NH:6]1[CH2:10][CH2:9][CH2:8][C@H:7]1[C:11]([NH2:13])=[O:12].C(=O)([O-])[O-].[K+].[K+]. (10) Given the product [C:1]([C:4]1[CH2:9][CH2:8][N:7]([C:10]([O:12][CH:13]([CH3:15])[CH3:14])=[O:11])[CH2:6][CH:5]=1)#[C:2][CH3:3], predict the reactants needed to synthesize it. The reactants are: [C:1]([C:4]1[CH2:5][CH2:6][N:7]([C:10]([O:12][C:13](C)([CH3:15])[CH3:14])=[O:11])[CH2:8][CH:9]=1)#[C:2][CH3:3].